The task is: Predict the product of the given reaction.. This data is from Forward reaction prediction with 1.9M reactions from USPTO patents (1976-2016). Given the reactants [C:1]([O:5][C:6]([N:8]1[CH2:13][CH2:12][N:11]([C:14]2[N:22](CC3C=CC=CC=3)[C:21]3[C:20](=[O:30])[N:19]([CH2:31][C:32]([O:34][CH2:35][CH3:36])=[O:33])[C:18](=[O:37])[N:17]([CH3:38])[C:16]=3[N:15]=2)[CH2:10][CH2:9]1)=[O:7])([CH3:4])([CH3:3])[CH3:2], predict the reaction product. The product is: [C:1]([O:5][C:6]([N:8]1[CH2:13][CH2:12][N:11]([C:14]2[NH:22][C:21]3[C:20](=[O:30])[N:19]([CH2:31][C:32]([O:34][CH2:35][CH3:36])=[O:33])[C:18](=[O:37])[N:17]([CH3:38])[C:16]=3[N:15]=2)[CH2:10][CH2:9]1)=[O:7])([CH3:3])([CH3:4])[CH3:2].